This data is from Forward reaction prediction with 1.9M reactions from USPTO patents (1976-2016). The task is: Predict the product of the given reaction. (1) Given the reactants C[O:2][P:3]([CH2:7][CH2:8][C@@H:9]([OH:19])[C@@H:10]([OH:18])[C@@H:11]([OH:17])[CH2:12][N:13]([CH:15]=[O:16])[OH:14])(=[O:6])[O:4]C.N1C=CC=CC=1.C[Si](Br)(C)C, predict the reaction product. The product is: [CH:15]([N:13]([OH:14])[CH2:12][C@H:11]([OH:17])[C@H:10]([OH:18])[C@H:9]([OH:19])[CH2:8][CH2:7][P:3](=[O:2])([OH:4])[OH:6])=[O:16]. (2) Given the reactants [C:1]([O:5][C:6]([N:8]1[CH2:13][CH2:12][CH:11]([CH2:14][CH2:15][N:16]2[CH2:21][CH2:20][N:19]([C:22]3[CH:27]=[CH:26][CH:25]=[C:24]([C:28]([O:30]CC)=[O:29])[CH:23]=3)[CH2:18][CH2:17]2)[CH2:10][CH2:9]1)=[O:7])([CH3:4])([CH3:3])[CH3:2].[OH-].[Na+], predict the reaction product. The product is: [C:1]([O:5][C:6]([N:8]1[CH2:9][CH2:10][CH:11]([CH2:14][CH2:15][N:16]2[CH2:17][CH2:18][N:19]([C:22]3[CH:27]=[CH:26][CH:25]=[C:24]([C:28]([OH:30])=[O:29])[CH:23]=3)[CH2:20][CH2:21]2)[CH2:12][CH2:13]1)=[O:7])([CH3:4])([CH3:2])[CH3:3]. (3) Given the reactants [CH:1]1[CH:2]=[CH:3][C:4]([O:7][C:8]2[C:9]([N:21]3[CH2:25][CH2:24][CH2:23][CH2:22]3)=[CH:10][C:11]([C:18]([OH:20])=[O:19])=[CH:12][C:13]=2[S:14]([NH2:17])(=[O:16])=[O:15])=[CH:5][CH:6]=1.Cl[CH2:27][C:28]#[N:29], predict the reaction product. The product is: [NH2:17][S:14]([C:13]1[CH:12]=[C:11]([CH:10]=[C:9]([N:21]2[CH2:22][CH2:23][CH2:24][CH2:25]2)[C:8]=1[O:7][C:4]1[CH:5]=[CH:6][CH:1]=[CH:2][CH:3]=1)[C:18]([O:20][CH2:27][C:28]#[N:29])=[O:19])(=[O:16])=[O:15]. (4) Given the reactants [Br:1][C:2]1[CH:3]=[C:4]([CH:7]=[CH:8][CH:9]=1)[CH2:5][OH:6].[C:10]([Si:14](Cl)([CH3:16])[CH3:15])([CH3:13])([CH3:12])[CH3:11].N1C=CN=C1, predict the reaction product. The product is: [Br:1][C:2]1[CH:3]=[C:4]([CH:7]=[CH:8][CH:9]=1)[CH2:5][O:6][Si:14]([C:10]([CH3:13])([CH3:12])[CH3:11])([CH3:16])[CH3:15]. (5) Given the reactants [CH3:1][O:2][CH2:3][CH2:4][O:5][CH2:6][C:7]1[CH:12]=[CH:11][C:10]([C@H:13]2[C@H:18]([O:19][CH2:20]COS(C3C=CC(C)=CC=3)(=O)=O)[CH2:17][N:16]([C:33]([O:35][CH2:36][C:37]3[CH:42]=[CH:41][CH:40]=[CH:39][CH:38]=3)=[O:34])[CH2:15][C@@H:14]2[O:43][CH2:44][C:45]2[CH:46]=[CH:47][C:48]3[O:53][CH2:52][CH2:51][N:50]([CH2:54][CH2:55][CH2:56][O:57][CH3:58])[C:49]=3[CH:59]=2)=[CH:9][CH:8]=1.[CH3:60][NH:61][CH3:62].[CH2:63](N(CC)CC)C, predict the reaction product. The product is: [CH3:60][N:61]([CH3:63])[CH2:62][CH2:20][O:19][C@H:18]1[C@H:13]([C:10]2[CH:11]=[CH:12][C:7]([CH2:6][O:5][CH2:4][CH2:3][O:2][CH3:1])=[CH:8][CH:9]=2)[C@@H:14]([O:43][CH2:44][C:45]2[CH:46]=[CH:47][C:48]3[O:53][CH2:52][CH2:51][N:50]([CH2:54][CH2:55][CH2:56][O:57][CH3:58])[C:49]=3[CH:59]=2)[CH2:15][N:16]([C:33]([O:35][CH2:36][C:37]2[CH:42]=[CH:41][CH:40]=[CH:39][CH:38]=2)=[O:34])[CH2:17]1. (6) Given the reactants [I:1][C:2]1[CH:3]=[N:4][NH:5][CH:6]=1.[H-].[Na+].[CH2:9]1[CH2:13]O[CH2:11][CH2:10]1, predict the reaction product. The product is: [CH2:13]([N:4]1[CH:3]=[C:2]([I:1])[CH:6]=[N:5]1)[CH2:9][CH2:10][CH3:11]. (7) Given the reactants C(=O)([O-])[O-].[K+].[K+].CN(C=O)C.[Cl:12][C:13]1[CH:14]=[CH:15][C:16]([NH:23][C:24](=[O:27])[CH2:25]Cl)=[C:17]([CH:22]=1)[C:18]([O:20][CH3:21])=[O:19].[C:28]([C:32]1[CH:33]=[C:34]([OH:38])[CH:35]=[CH:36][CH:37]=1)([CH3:31])([CH3:30])[CH3:29], predict the reaction product. The product is: [C:28]([C:32]1[CH:33]=[C:34]([CH:35]=[CH:36][CH:37]=1)[O:38][CH2:25][C:24]([NH:23][C:16]1[CH:15]=[CH:14][C:13]([Cl:12])=[CH:22][C:17]=1[C:18]([O:20][CH3:21])=[O:19])=[O:27])([CH3:31])([CH3:29])[CH3:30].